From a dataset of Forward reaction prediction with 1.9M reactions from USPTO patents (1976-2016). Predict the product of the given reaction. (1) Given the reactants C([O:3][CH:4](OCC)[CH2:5][N:6]1[C:10](=[O:11])[C:9]2=[CH:12][CH:13]=[CH:14][CH:15]=[C:8]2[C:7]1=[O:16])C, predict the reaction product. The product is: [O:16]=[C:7]1[C:8]2[C:9](=[CH:12][CH:13]=[CH:14][CH:15]=2)[C:10](=[O:11])[N:6]1[CH2:5][CH:4]=[O:3]. (2) Given the reactants [CH2:1]([O:5][CH2:6][CH2:7][O:8][C:9]1[CH:14]=[CH:13][C:12]([C:15]2[CH:16]=[CH:17][C:18]3[N:24]([CH2:25][CH:26]([CH3:28])[CH3:27])[CH2:23][CH2:22][C:21]([C:29](O)=[O:30])=[CH:20][C:19]=3[CH:32]=2)=[CH:11][CH:10]=1)[CH2:2][CH2:3][CH3:4].CN(C=O)C.S(Cl)(Cl)=O.[O:42]1[C:46]([CH2:47][S:48][C:49]2[CH:55]=[CH:54][C:52]([NH2:53])=[CH:51][CH:50]=2)=[CH:45][CH:44]=[N:43]1, predict the reaction product. The product is: [CH2:1]([O:5][CH2:6][CH2:7][O:8][C:9]1[CH:14]=[CH:13][C:12]([C:15]2[CH:16]=[CH:17][C:18]3[N:24]([CH2:25][CH:26]([CH3:28])[CH3:27])[CH2:23][CH2:22][C:21]([C:29]([NH:53][C:52]4[CH:54]=[CH:55][C:49]([S:48][CH2:47][C:46]5[O:42][N:43]=[CH:44][CH:45]=5)=[CH:50][CH:51]=4)=[O:30])=[CH:20][C:19]=3[CH:32]=2)=[CH:11][CH:10]=1)[CH2:2][CH2:3][CH3:4]. (3) Given the reactants [OH:1][CH2:2][C:3]1[C:8]([CH3:9])=[CH:7][CH:6]=[CH:5][C:4]=1[CH2:10][CH2:11][C:12]([O:14][C:15]([CH3:18])([CH3:17])[CH3:16])=[O:13].C(N(CC)CC)C.Cl.C(OCC)(=O)C, predict the reaction product. The product is: [CH:2]([C:3]1[C:8]([CH3:9])=[CH:7][CH:6]=[CH:5][C:4]=1[CH2:10][CH2:11][C:12]([O:14][C:15]([CH3:18])([CH3:17])[CH3:16])=[O:13])=[O:1]. (4) Given the reactants C(#N)C.[CH2:4]([CH:6]([CH2:23][CH3:24])[C@H:7]([NH:10][S:11]([C:14]1[S:15][C:16]([Sn](C)(C)C)=[CH:17][CH:18]=1)(=[O:13])=[O:12])[CH2:8][OH:9])[CH3:5].[B-](F)(F)(F)F.[B-](F)(F)(F)F.C1[N+]2(CCl)CC[N+](F)(CC2)C1, predict the reaction product. The product is: [CH2:23]([CH:6]([CH2:4][CH3:5])[C@H:7]([NH:10][S:11]([C:14]1[S:15][CH:16]=[CH:17][CH:18]=1)(=[O:12])=[O:13])[CH2:8][OH:9])[CH3:24]. (5) Given the reactants [ClH:1].C([N:15]1[CH2:18][C:17]([CH:20]2[CH2:22][CH2:21]2)([F:19])[CH2:16]1)(C1C=CC=CC=1)C1C=CC=CC=1, predict the reaction product. The product is: [ClH:1].[CH:20]1([C:17]2([F:19])[CH2:18][NH:15][CH2:16]2)[CH2:22][CH2:21]1. (6) Given the reactants [F:1][C:2]([F:27])([F:26])[C:3]1([NH:6][C:7]([C:9]2[CH:14]=[CH:13][C:12]([N:15]3[CH2:18][C:17]([F:20])([F:19])[CH2:16]3)=[C:11]([O:21][CH2:22][CH:23]3[CH2:25][CH2:24]3)[N:10]=2)=[O:8])[CH2:5][CH2:4]1.[H-].[Na+].I[CH3:31], predict the reaction product. The product is: [CH3:31][N:6]([C:3]1([C:2]([F:1])([F:26])[F:27])[CH2:4][CH2:5]1)[C:7]([C:9]1[CH:14]=[CH:13][C:12]([N:15]2[CH2:18][C:17]([F:20])([F:19])[CH2:16]2)=[C:11]([O:21][CH2:22][CH:23]2[CH2:24][CH2:25]2)[N:10]=1)=[O:8].